The task is: Predict which catalyst facilitates the given reaction.. This data is from Catalyst prediction with 721,799 reactions and 888 catalyst types from USPTO. (1) Reactant: [C:1]([C:5]1[S:6][C:7]([C:10]([O:12]CC)=[O:11])=[CH:8][N:9]=1)([CH3:4])([CH3:3])[CH3:2].[OH-].[Li+]. Product: [C:1]([C:5]1[S:6][C:7]([C:10]([OH:12])=[O:11])=[CH:8][N:9]=1)([CH3:4])([CH3:2])[CH3:3]. The catalyst class is: 20. (2) Reactant: CC(C[AlH]CC(C)C)C.[C:10]([O:14][C:15]([N:17]1[CH2:22][CH2:21][C:20]([C:33]#[N:34])([C:23]2[CH:28]=[CH:27][C:26]([C:29](OC)=[O:30])=[CH:25][CH:24]=2)[CH2:19][CH2:18]1)=[O:16])([CH3:13])([CH3:12])[CH3:11]. Product: [C:33]([C:20]1([C:23]2[CH:24]=[CH:25][C:26]([CH2:29][OH:30])=[CH:27][CH:28]=2)[CH2:21][CH2:22][N:17]([C:15]([O:14][C:10]([CH3:13])([CH3:12])[CH3:11])=[O:16])[CH2:18][CH2:19]1)#[N:34]. The catalyst class is: 1. (3) Reactant: [C:1]([O:5][C:6](=[O:27])[NH:7][CH2:8][C:9]1[CH:14]=[C:13]([O:15][C:16]2[CH:21]=[C:20]([F:22])[CH:19]=[CH:18][C:17]=2[F:23])[CH:12]=[CH:11][C:10]=1[N+:24]([O-])=O)([CH3:4])([CH3:3])[CH3:2].[Cl-].[NH4+].C(O)C. Product: [C:1]([O:5][C:6](=[O:27])[NH:7][CH2:8][C:9]1[CH:14]=[C:13]([O:15][C:16]2[CH:21]=[C:20]([F:22])[CH:19]=[CH:18][C:17]=2[F:23])[CH:12]=[CH:11][C:10]=1[NH2:24])([CH3:4])([CH3:2])[CH3:3]. The catalyst class is: 150.